Dataset: Full USPTO retrosynthesis dataset with 1.9M reactions from patents (1976-2016). Task: Predict the reactants needed to synthesize the given product. (1) Given the product [N:5]1[C:13]2[C:8](=[N:9][CH:10]=[C:11](/[CH:14]=[CH:15]/[C:16]([N:30]([CH3:31])[CH2:29][C:21]3[N:20]([CH3:19])[C:28]4[C:23]([CH:22]=3)=[CH:24][CH:25]=[CH:26][CH:27]=4)=[O:18])[CH:12]=2)[NH:7][CH:6]=1, predict the reactants needed to synthesize it. The reactants are: C(Cl)CCl.[N:5]1[C:13]2[C:8](=[N:9][CH:10]=[C:11](/[CH:14]=[CH:15]/[C:16]([OH:18])=O)[CH:12]=2)[NH:7][CH:6]=1.[CH3:19][N:20]1[C:28]2[C:23](=[CH:24][CH:25]=[CH:26][CH:27]=2)[CH:22]=[C:21]1[CH2:29][NH:30][CH3:31].C1C=CC2N(O)N=NC=2C=1.CCN(CC)CC. (2) Given the product [C:30]([C:27]1([C:23]2[CH:22]=[C:21]([CH:26]=[CH:25][CH:24]=2)[C:20]([NH:19][C:14]2[CH:15]=[CH:16][C:17]([CH3:18])=[C:12]([O:11][C:9]3[CH:8]=[CH:7][C:5]4[N:6]=[C:2]([NH:1][C:35](=[O:36])[CH2:34][N:42]5[CH2:43][CH2:44][N:39]([CH3:38])[CH2:40][CH2:41]5)[S:3][C:4]=4[CH:10]=3)[CH:13]=2)=[O:32])[CH2:29][CH2:28]1)#[N:31], predict the reactants needed to synthesize it. The reactants are: [NH2:1][C:2]1[S:3][C:4]2[CH:10]=[C:9]([O:11][C:12]3[CH:13]=[C:14]([NH:19][C:20](=[O:32])[C:21]4[CH:26]=[CH:25][CH:24]=[C:23]([C:27]5([C:30]#[N:31])[CH2:29][CH2:28]5)[CH:22]=4)[CH:15]=[CH:16][C:17]=3[CH3:18])[CH:8]=[CH:7][C:5]=2[N:6]=1.Cl[CH2:34][C:35](Cl)=[O:36].[CH3:38][N:39]1[CH2:44][CH2:43][NH:42][CH2:41][CH2:40]1.